Dataset: Catalyst prediction with 721,799 reactions and 888 catalyst types from USPTO. Task: Predict which catalyst facilitates the given reaction. (1) Reactant: [CH3:1][O:2][C:3]1[CH:8]=[CH:7][C:6]([N:9]2[C:13]3=[C:14]4[C:18](=[CH:19][CH:20]=[C:12]3[C:11]([C:21]([O:23]CC)=[O:22])=[N:10]2)[NH:17][N:16]=[CH:15]4)=[CH:5][CH:4]=1.[OH-].[Na+].Cl. Product: [CH3:1][O:2][C:3]1[CH:8]=[CH:7][C:6]([N:9]2[C:13]3=[C:14]4[C:18](=[CH:19][CH:20]=[C:12]3[C:11]([C:21]([OH:23])=[O:22])=[N:10]2)[NH:17][N:16]=[CH:15]4)=[CH:5][CH:4]=1. The catalyst class is: 5. (2) Reactant: [Na].[CH3:2][O:3][C:4]([C@H:6]1[CH2:12][CH:11]2[CH:9]([CH2:10]2)[CH2:8][C@H:7]1[C:13]([OH:15])=[O:14])=[O:5].Cl. Product: [CH3:2][O:3][C:4]([C@@H:6]1[CH2:12][CH:11]2[CH:9]([CH2:10]2)[CH2:8][C@H:7]1[C:13]([OH:15])=[O:14])=[O:5]. The catalyst class is: 5.